From a dataset of Catalyst prediction with 721,799 reactions and 888 catalyst types from USPTO. Predict which catalyst facilitates the given reaction. Reactant: [C:1]1([NH:7][C:8]([C:10]2[NH:11][C:12]3[C:17]([C:18]=2[C:19]2[CH:24]=[CH:23][CH:22]=[CH:21][CH:20]=2)=[CH:16][C:15]([NH2:25])=[CH:14][CH:13]=3)=[O:9])[CH:6]=[CH:5][CH:4]=[CH:3][CH:2]=1.[C:26]([C:28]1[CH:33]=[CH:32][C:31]([S:34](Cl)(=[O:36])=[O:35])=[CH:30][CH:29]=1)#[N:27]. Product: [C:1]1([NH:7][C:8]([C:10]2[NH:11][C:12]3[C:17]([C:18]=2[C:19]2[CH:20]=[CH:21][CH:22]=[CH:23][CH:24]=2)=[CH:16][C:15]([NH:25][S:34]([C:31]2[CH:30]=[CH:29][C:28]([C:26]#[N:27])=[CH:33][CH:32]=2)(=[O:36])=[O:35])=[CH:14][CH:13]=3)=[O:9])[CH:6]=[CH:5][CH:4]=[CH:3][CH:2]=1. The catalyst class is: 195.